This data is from Full USPTO retrosynthesis dataset with 1.9M reactions from patents (1976-2016). The task is: Predict the reactants needed to synthesize the given product. Given the product [ClH:1].[Cl:1][C:2]1[C:11]2[C:6](=[CH:7][C:8]([S:12]([N:15]3[CH2:24][CH2:25][O:26][C:21](=[O:23])[C:16]43[CH2:17][CH2:18][CH2:19][CH2:20]4)(=[O:14])=[O:13])=[CH:9][CH:10]=2)[C:5]([N:33]=[C:34]([NH2:35])[NH2:36])=[N:4][CH:3]=1, predict the reactants needed to synthesize it. The reactants are: [Cl:1][C:2]1[C:11]2[C:6](=[CH:7][C:8]([S:12]([N:15]([CH2:24][CH2:25][O:26]C3CCCCO3)[C:16]3([C:21]([OH:23])=O)[CH2:20][CH2:19][CH2:18][CH2:17]3)(=[O:14])=[O:13])=[CH:9][CH:10]=2)[C:5]([NH:33][C:34]([NH2:36])=[NH:35])=[N:4][CH:3]=1.Cl.